This data is from Forward reaction prediction with 1.9M reactions from USPTO patents (1976-2016). The task is: Predict the product of the given reaction. (1) Given the reactants [Cl:1][C:2]1[CH:10]=[CH:9][C:8]([N:11]2[CH2:16][CH2:15][N:14]([CH3:17])[CH2:13][CH2:12]2)=[CH:7][C:3]=1[C:4]([NH2:6])=[O:5].Cl[C:19]1C=CC(F)=CC=1C(N)=O.CN(C)C1CCNC1, predict the reaction product. The product is: [Cl:1][C:2]1[CH:10]=[CH:9][C:8]([N:11]2[CH2:12][CH2:19][CH:15]([N:14]([CH3:17])[CH3:13])[CH2:16]2)=[CH:7][C:3]=1[C:4]([NH2:6])=[O:5]. (2) Given the reactants [CH3:1][N:2]1[CH:6]=[C:5]([C:7](O)=[O:8])[C:4]([C:10]([F:13])([F:12])[F:11])=[N:3]1.CN(C)C=O.[C:19]([C:23]1[C:24]([CH:30]=[CH2:31])=[C:25]([NH2:29])[CH:26]=[CH:27][CH:28]=1)([CH3:22])([CH3:21])[CH3:20].C(N(CC)CC)C, predict the reaction product. The product is: [C:19]([C:23]1[C:24]([CH:30]=[CH2:31])=[C:25]([NH:29][C:7]([C:5]2[C:4]([C:10]([F:13])([F:12])[F:11])=[N:3][N:2]([CH3:1])[CH:6]=2)=[O:8])[CH:26]=[CH:27][CH:28]=1)([CH3:22])([CH3:21])[CH3:20]. (3) Given the reactants [CH2:1]([CH:3]([CH2:14][CH3:15])[CH2:4][CH2:5][C:6]([N:8]1[CH2:13][CH2:12][CH2:11][CH2:10][CH2:9]1)=O)[CH3:2].C[SiH](C)O[SiH](C)C, predict the reaction product. The product is: [CH2:14]([CH:3]([CH2:1][CH3:2])[CH2:4][CH:5]=[CH:6][N:8]1[CH2:13][CH2:12][CH2:11][CH2:10][CH2:9]1)[CH3:15]. (4) The product is: [CH3:32][N:33]1[CH2:34][CH2:35][N:36]([C:39]2[CH:45]=[CH:44][C:42]([NH:43][C:14]3[C:15]4[NH:20][N:19]=[CH:18][C:16]=4[N:17]=[C:12]([C:8]4[CH:7]=[C:6]([CH:11]=[CH:10][CH:9]=4)[O:5][CH2:4][C:3]([OH:2])=[O:31])[N:13]=3)=[CH:41][CH:40]=2)[CH2:37][CH2:38]1. Given the reactants C[O:2][C:3](=[O:31])[CH2:4][O:5][C:6]1[CH:11]=[CH:10][CH:9]=[C:8]([C:12]2[N:13]=[C:14](Cl)[C:15]3[C:16](=[CH:18][N:19](CC4C=CC(OC)=CC=4)[N:20]=3)[N:17]=2)[CH:7]=1.[CH3:32][N:33]1[CH2:38][CH2:37][N:36]([C:39]2[CH:45]=[CH:44][C:42]([NH2:43])=[CH:41][CH:40]=2)[CH2:35][CH2:34]1.Cl, predict the reaction product. (5) Given the reactants [OH:1][CH:2]([C:16]1[CH:21]=[CH:20][CH:19]=[CH:18][N:17]=1)[CH:3]1[CH2:8][CH2:7][N:6]([C:9]([O:11][C:12]([CH3:15])([CH3:14])[CH3:13])=[O:10])[CH2:5][CH2:4]1.[CH3:22][S:23](Cl)(=[O:25])=[O:24], predict the reaction product. The product is: [CH3:22][S:23]([O:1][CH:2]([C:16]1[CH:21]=[CH:20][CH:19]=[CH:18][N:17]=1)[CH:3]1[CH2:4][CH2:5][N:6]([C:9]([O:11][C:12]([CH3:14])([CH3:15])[CH3:13])=[O:10])[CH2:7][CH2:8]1)(=[O:25])=[O:24]. (6) Given the reactants [C:1]([NH:4][C:5]([CH2:16][C:17]([C:19]1[CH:24]=[CH:23][C:22]([O:25][C:26]2[CH:31]=[CH:30][C:29]([C:32]3[N:33]=[C:34]([CH:37]4[CH2:39][CH2:38]4)[O:35][CH:36]=3)=[CH:28][CH:27]=2)=[CH:21][CH:20]=1)=[O:18])([C:11](OCC)=[O:12])[C:6](OCC)=[O:7])(=[O:3])[CH3:2].OP([O-])([O-])=O.[K+].[K+].[BH4-].[Na+].[OH-].[Na+], predict the reaction product. The product is: [CH:37]1([C:34]2[O:35][CH:36]=[C:32]([C:29]3[CH:30]=[CH:31][C:26]([O:25][C:22]4[CH:23]=[CH:24][C:19]([CH:17]([OH:18])[CH2:16][C:5]([NH:4][C:1](=[O:3])[CH3:2])([CH2:11][OH:12])[CH2:6][OH:7])=[CH:20][CH:21]=4)=[CH:27][CH:28]=3)[N:33]=2)[CH2:39][CH2:38]1. (7) Given the reactants C[O:2][C:3]([C:5]1[O:6][C:7]([CH2:11][NH:12][C:13]([C:15]2[CH:19]=[C:18]([NH:20][C:21](=[O:31])[C:22]3[CH:27]=[C:26]([F:28])[C:25]([F:29])=[CH:24][C:23]=3[Cl:30])[NH:17][N:16]=2)=[O:14])=[C:8]([CH3:10])[N:9]=1)=[O:4].[OH-].[Na+:33], predict the reaction product. The product is: [Cl:30][C:23]1[CH:24]=[C:25]([F:29])[C:26]([F:28])=[CH:27][C:22]=1[C:21]([NH:20][C:18]1[NH:17][N:16]=[C:15]([C:13]([NH:12][CH2:11][C:7]2[O:6][C:5]([C:3]([O-:4])=[O:2])=[N:9][C:8]=2[CH3:10])=[O:14])[CH:19]=1)=[O:31].[Na+:33].